Dataset: Forward reaction prediction with 1.9M reactions from USPTO patents (1976-2016). Task: Predict the product of the given reaction. (1) The product is: [C:36]([O:40][C:41]([N:43]1[CH2:44][CH2:45][N:46]([CH2:49][CH2:50][CH2:51][NH:52][C:32]([C:25]2[CH:24]=[C:23]3[C:28]([O:29][C:30]4[C:21]([NH:22]3)=[N:20][C:19](=[O:35])[N:18]([CH:15]3[CH2:14][CH2:13][N:12]([CH2:11][CH2:10][CH2:9][NH:8][C:6]([O:5][C:1]([CH3:4])([CH3:3])[CH3:2])=[O:7])[CH2:17][CH2:16]3)[CH:31]=4)=[CH:27][CH:26]=2)=[O:33])[CH2:47][CH2:48]1)=[O:42])([CH3:39])([CH3:38])[CH3:37]. Given the reactants [C:1]([O:5][C:6]([NH:8][CH2:9][CH2:10][CH2:11][N:12]1[CH2:17][CH2:16][CH:15]([N:18]2[CH:31]=[C:30]3[C:21]([NH:22][C:23]4[C:28]([O:29]3)=[CH:27][CH:26]=[C:25]([C:32](O)=[O:33])[CH:24]=4)=[N:20][C:19]2=[O:35])[CH2:14][CH2:13]1)=[O:7])([CH3:4])([CH3:3])[CH3:2].[C:36]([O:40][C:41]([N:43]1[CH2:48][CH2:47][N:46]([CH2:49][CH2:50][CH2:51][NH2:52])[CH2:45][CH2:44]1)=[O:42])([CH3:39])([CH3:38])[CH3:37].CN(C(ON1N=NC2C=CC=NC1=2)=[N+](C)C)C.F[P-](F)(F)(F)(F)F.CCN(C(C)C)C(C)C, predict the reaction product. (2) Given the reactants [CH2:1]([O:3][C:4]([C:6]1[CH:11]=[CH:10][C:9]([C:12]([F:15])([F:14])[F:13])=[C:8](Cl)[N:7]=1)=[O:5])[CH3:2].[NH:17]1[CH2:22][CH2:21][O:20][CH2:19][CH2:18]1.Cl, predict the reaction product. The product is: [CH2:1]([O:3][C:4]([C:6]1[CH:11]=[CH:10][C:9]([C:12]([F:15])([F:14])[F:13])=[C:8]([N:17]2[CH2:22][CH2:21][O:20][CH2:19][CH2:18]2)[N:7]=1)=[O:5])[CH3:2]. (3) Given the reactants C([O:8][CH2:9][CH:10]1[CH2:14][CH2:13][N:12]([CH3:15])[C:11]1=[O:16])C1C=CC=CC=1, predict the reaction product. The product is: [OH:8][CH2:9][CH:10]1[CH2:14][CH2:13][N:12]([CH3:15])[C:11]1=[O:16]. (4) Given the reactants Cl[C:2]1[C:3]([N:10]2[CH2:14][CH2:13][CH2:12][CH2:11]2)=[C:4]([CH:7]=[CH:8][N:9]=1)[C:5]#[N:6].[C:15]1(B(O)O)[CH:20]=[CH:19][CH:18]=[CH:17][CH:16]=1, predict the reaction product. The product is: [C:15]1([C:2]2[C:3]([N:10]3[CH2:14][CH2:13][CH2:12][CH2:11]3)=[C:4]([CH:7]=[CH:8][N:9]=2)[C:5]#[N:6])[CH:20]=[CH:19][CH:18]=[CH:17][CH:16]=1. (5) Given the reactants [OH:1][CH:2]1[CH2:7][CH:6]2[CH2:8][CH2:9][CH:3]1[C:4](=O)[NH:5]2.[H-].[H-].[H-].[H-].[Li+].[Al+3], predict the reaction product. The product is: [CH:6]12[CH2:8][CH2:9][CH:3]([CH:2]([OH:1])[CH2:7]1)[CH2:4][NH:5]2. (6) Given the reactants [H-].[Na+].[CH3:3][O:4][C:5]1[C:13]2[O:12][C:11]([CH2:14][OH:15])=[CH:10][C:9]=2[CH:8]=[CH:7][CH:6]=1.I[CH3:17], predict the reaction product. The product is: [CH3:3][O:4][C:5]1[C:13]2[O:12][C:11]([CH2:14][O:15][CH3:17])=[CH:10][C:9]=2[CH:8]=[CH:7][CH:6]=1. (7) The product is: [C:1]([O:5][C:6](=[O:19])[NH:7][C@@H:8]([CH2:9][C:10]1[CH:15]=[CH:14][CH:13]=[CH:12][CH:11]=1)[C@H:16]([OH:17])[CH2:18][N:20]=[N+:21]=[N-:22])([CH3:4])([CH3:3])[CH3:2]. Given the reactants [C:1]([O:5][C:6](=[O:19])[NH:7][C@H:8]([C@H:16]1[CH2:18][O:17]1)[CH2:9][C:10]1[CH:15]=[CH:14][CH:13]=[CH:12][CH:11]=1)([CH3:4])([CH3:3])[CH3:2].[N-:20]=[N+:21]=[N-:22].[Na+].[Cl-].[NH4+], predict the reaction product. (8) Given the reactants [C:1]([O:5][C:6](=[O:112])[CH2:7][N:8]([CH2:104][C:105](=[O:111])[O:106][C:107]([CH3:110])([CH3:109])[CH3:108])[C:9](=[O:103])[CH2:10][N:11]1[CH:15]=[CH:14][N:13]=[C:12]1[CH2:16][N:17]([CH2:77][C:78]1[N:79]([CH2:83][C:84](=[O:102])[N:85]([CH2:94][C:95](=[O:101])[O:96][C:97]([CH3:100])([CH3:99])[CH3:98])[CH2:86][C:87](=[O:93])[O:88][C:89]([CH3:92])([CH3:91])[CH3:90])[CH:80]=[CH:81][N:82]=1)[CH2:18][CH2:19][CH2:20][CH2:21][C@@H:22]([C:41](=[O:76])[NH:42][CH2:43][CH2:44][CH2:45][CH2:46][C@@H:47]([C:69]([O:71][C:72]([CH3:75])([CH3:74])[CH3:73])=[O:70])[NH:48][C:49](=[O:68])[NH:50][C@H:51]([C:61]([O:63][C:64]([CH3:67])([CH3:66])[CH3:65])=[O:62])[CH2:52][CH2:53][C:54]([O:56][C:57]([CH3:60])([CH3:59])[CH3:58])=[O:55])[NH:23]C(=O)OCC1C2C=CC=CC=2C2C1=CC=CC=2)([CH3:4])([CH3:3])[CH3:2].N1CCCCC1, predict the reaction product. The product is: [NH2:23][C@H:22]([C:41](=[O:76])[NH:42][CH2:43][CH2:44][CH2:45][CH2:46][C@@H:47]([C:69]([O:71][C:72]([CH3:75])([CH3:74])[CH3:73])=[O:70])[NH:48][C:49](=[O:68])[NH:50][C@H:51]([C:61]([O:63][C:64]([CH3:67])([CH3:66])[CH3:65])=[O:62])[CH2:52][CH2:53][C:54]([O:56][C:57]([CH3:60])([CH3:59])[CH3:58])=[O:55])[CH2:21][CH2:20][CH2:19][CH2:18][N:17]([CH2:77][C:78]1[N:79]([CH2:83][C:84]([N:85]([CH2:86][C:87]([O:88][C:89]([CH3:90])([CH3:91])[CH3:92])=[O:93])[CH2:94][C:95](=[O:101])[O:96][C:97]([CH3:98])([CH3:99])[CH3:100])=[O:102])[CH:80]=[CH:81][N:82]=1)[CH2:16][C:12]1[N:11]([CH2:10][C:9]([N:8]([CH2:104][C:105]([O:106][C:107]([CH3:109])([CH3:108])[CH3:110])=[O:111])[CH2:7][C:6](=[O:112])[O:5][C:1]([CH3:2])([CH3:4])[CH3:3])=[O:103])[CH:15]=[CH:14][N:13]=1. (9) Given the reactants [CH3:1][C:2]1[C:7]([CH3:8])=[CH:6][CH:5]=[CH:4][C:3]=1B(O)O.Cl[C:13]1[N:18]=[C:17]([NH2:19])[N:16]=[C:15]([NH:20][C@@H:21]([CH:23]2[CH2:25][CH2:24]2)[CH3:22])[CH:14]=1, predict the reaction product. The product is: [CH:23]1([C@H:21]([NH:20][C:15]2[CH:14]=[C:13]([C:3]3[CH:4]=[CH:5][CH:6]=[C:7]([CH3:8])[C:2]=3[CH3:1])[N:18]=[C:17]([NH2:19])[N:16]=2)[CH3:22])[CH2:25][CH2:24]1.